This data is from Full USPTO retrosynthesis dataset with 1.9M reactions from patents (1976-2016). The task is: Predict the reactants needed to synthesize the given product. (1) Given the product [NH2:17][C:10]1[C:9]([OH:8])=[CH:14][CH:13]=[C:12]([CH2:15][CH3:16])[N:11]=1, predict the reactants needed to synthesize it. The reactants are: C([O:8][C:9]1[C:10]([N+:17]([O-])=O)=[N:11][C:12]([CH:15]=[CH2:16])=[CH:13][CH:14]=1)C1C=CC=CC=1. (2) Given the product [CH3:48][O:47][C:46]1[CH:45]=[CH:44][C:43]([NH:49][C:50]([C:52]2[CH:57]=[CH:56][C:55]([C:58]3[CH:63]=[CH:62][CH:61]=[CH:60][CH:59]=3)=[CH:54][CH:53]=2)=[O:51])=[CH:42][C:41]=1[NH:40][C:38](=[O:39])[CH2:37][N:69]1[CH2:70][CH2:71][CH:66]([O:65][CH3:64])[CH2:67][CH2:68]1, predict the reactants needed to synthesize it. The reactants are: COC1C=CC(NC(C2C=CC(C3C=CC=CC=3)=CC=2)=O)=CC=1NC(=O)CN1CC2OC(CC2)C1.Cl[CH2:37][C:38]([NH:40][C:41]1[CH:42]=[C:43]([NH:49][C:50]([C:52]2[CH:57]=[CH:56][C:55]([C:58]3[CH:63]=[CH:62][CH:61]=[CH:60][CH:59]=3)=[CH:54][CH:53]=2)=[O:51])[CH:44]=[CH:45][C:46]=1[O:47][CH3:48])=[O:39].[CH3:64][O:65][CH:66]1[CH2:71][CH2:70][NH:69][CH2:68][CH2:67]1.C(N(CC)CC)C.